From a dataset of Reaction yield outcomes from USPTO patents with 853,638 reactions. Predict the reaction yield, written as a fraction of the theoretical maximum amount of product (1.0 means a 100% yield; for example, 0.34 means a 34% yield). (1) The reactants are [CH3:1][CH:2]([C:21]1[CH:22]=[C:23]([CH:25]=[CH:26][CH:27]=1)[NH2:24])[CH2:3][N:4]1[CH2:9][CH2:8][N:7]([C:10]2[CH:19]=[CH:18][CH:17]=[C:16]3[C:11]=2[CH:12]=[CH:13][C:14]([CH3:20])=[N:15]3)[CH2:6][CH2:5]1.[CH3:28][C:29]1[S:30][C:31]([C:35](O)=[O:36])=[C:32]([CH3:34])[N:33]=1. No catalyst specified. The product is [CH3:28][C:29]1[S:30][C:31]([C:35]([NH:24][C:23]2[CH:25]=[CH:26][CH:27]=[C:21]([CH:2]([CH3:1])[CH2:3][N:4]3[CH2:5][CH2:6][N:7]([C:10]4[CH:19]=[CH:18][CH:17]=[C:16]5[C:11]=4[CH:12]=[CH:13][C:14]([CH3:20])=[N:15]5)[CH2:8][CH2:9]3)[CH:22]=2)=[O:36])=[C:32]([CH3:34])[N:33]=1. The yield is 0.870. (2) The reactants are [Cl:1][C:2]1[CH:3]=[C:4]([NH:9][C:10]2[C:11]3[CH2:18][C:17](=[O:19])[N:16]([CH3:20])[C:12]=3[N:13]=[CH:14][N:15]=2)[CH:5]=[CH:6][C:7]=1[F:8].[CH3:21][C:22]1[C:26]([CH2:27][CH2:28][CH2:29][N:30]2[CH2:35][CH2:34][O:33][CH2:32][CH2:31]2)=[C:25]([CH3:36])[NH:24][C:23]=1[CH:37]=O. The catalyst is N1CCCCC1.C(O)C. The product is [Cl:1][C:2]1[CH:3]=[C:4]([NH:9][C:10]2[C:11]3[C:18](=[CH:37][C:23]4[NH:24][C:25]([CH3:36])=[C:26]([CH2:27][CH2:28][CH2:29][N:30]5[CH2:31][CH2:32][O:33][CH2:34][CH2:35]5)[C:22]=4[CH3:21])[C:17](=[O:19])[N:16]([CH3:20])[C:12]=3[N:13]=[CH:14][N:15]=2)[CH:5]=[CH:6][C:7]=1[F:8]. The yield is 0.260. (3) The reactants are [Cl:1][C:2]1[C:7]2[C:8](=[O:12])[NH:9][CH:10](O)[C:6]=2[C:5]([F:13])=[C:4]([F:14])[N:3]=1.FC(F)(F)C(O)=O.C([SiH](CC)CC)C. The yield is 0.820. The catalyst is CC(OC)(C)C. The product is [Cl:1][C:2]1[C:7]2[C:8](=[O:12])[NH:9][CH2:10][C:6]=2[C:5]([F:13])=[C:4]([F:14])[N:3]=1. (4) The reactants are [Cl:1][C:2]1[CH:3]=[C:4]([CH:10]=[CH:11][CH:12]=1)[CH:5]=[CH:6][C:7]([OH:9])=O.C(Cl)(=O)C(Cl)=O.[CH3:19][N:20]([CH3:36])[CH:21]1[CH2:25][CH2:24][N:23]([C:26]2[S:27][C:28]3[CH:34]=[C:33]([NH2:35])[CH:32]=[CH:31][C:29]=3[N:30]=2)[CH2:22]1. The yield is 0.490. The catalyst is CN(C=O)C.C(Cl)Cl. The product is [Cl:1][C:2]1[CH:3]=[C:4]([CH:5]=[CH:6][C:7]([NH:35][C:33]2[CH:32]=[CH:31][C:29]3[N:30]=[C:26]([N:23]4[CH2:24][CH2:25][CH:21]([N:20]([CH3:36])[CH3:19])[CH2:22]4)[S:27][C:28]=3[CH:34]=2)=[O:9])[CH:10]=[CH:11][CH:12]=1. (5) The reactants are [Cl:1][CH2:2][C@H:3]1[C:11]2[C:10]3[CH:12]=[CH:13][CH:14]=[CH:15][C:9]=3[C:8]([O:16][CH2:17][C:18]3[CH:23]=[CH:22][C:21]([NH:24][C:25](=[O:56])[C@@H:26]([NH:34][C:35](=[O:55])[C@@H:36]([NH:40][C:41](=[O:54])[CH2:42][CH2:43][CH2:44][CH2:45][CH2:46][N:47]4[C:51](=[O:52])[CH:50]=[CH:49][C:48]4=[O:53])[CH:37]([CH3:39])[CH3:38])[CH2:27][CH2:28][CH2:29][NH:30][C:31]([NH2:33])=[O:32])=[CH:20][CH:19]=3)=[CH:7][C:6]=2[N:5](C(OC(C)(C)C)=O)[CH2:4]1.C(O)(C(F)(F)F)=O.C(OCC)(=O)C.N. The catalyst is C(Cl)Cl.C1COCC1. The product is [Cl:1][CH2:2][C@H:3]1[C:11]2[C:10]3[CH:12]=[CH:13][CH:14]=[CH:15][C:9]=3[C:8]([O:16][CH2:17][C:18]3[CH:19]=[CH:20][C:21]([NH:24][C:25](=[O:56])[C@@H:26]([NH:34][C:35](=[O:55])[C@@H:36]([NH:40][C:41](=[O:54])[CH2:42][CH2:43][CH2:44][CH2:45][CH2:46][N:47]4[C:51](=[O:52])[CH:50]=[CH:49][C:48]4=[O:53])[CH:37]([CH3:39])[CH3:38])[CH2:27][CH2:28][CH2:29][NH:30][C:31]([NH2:33])=[O:32])=[CH:22][CH:23]=3)=[CH:7][C:6]=2[NH:5][CH2:4]1. The yield is 0.900. (6) The reactants are C(OC([N:11]1[CH2:30][CH2:29][C:14]2([CH:16]([C:17]([N:19]3[CH2:24][CH2:23][N:22]([CH:25]4[CH2:28][CH2:27][CH2:26]4)[CH2:21][CH2:20]3)=[O:18])[CH2:15]2)[CH2:13][CH2:12]1)=O)C1C=CC=CC=1.[C:31]1(=O)[CH2:36][CH2:35][CH2:34][CH2:33][CH2:32]1. The catalyst is [Pd].CO. The product is [CH:25]1([N:22]2[CH2:21][CH2:20][N:19]([C:17]([CH:16]3[C:14]4([CH2:13][CH2:12][N:11]([CH:31]5[CH2:36][CH2:35][CH2:34][CH2:33][CH2:32]5)[CH2:30][CH2:29]4)[CH2:15]3)=[O:18])[CH2:24][CH2:23]2)[CH2:26][CH2:27][CH2:28]1. The yield is 0.550. (7) The reactants are [NH2:1][C:2]1[S:3][CH:4]=[C:5]([C:7]2[O:8][CH:9]=[CH:10][CH:11]=2)[N:6]=1.[Br:12]N1C(=O)CCC1=O.O. The catalyst is C(Cl)(Cl)Cl. The product is [NH2:1][C:2]1[S:3][C:4]([Br:12])=[C:5]([C:7]2[O:8][CH:9]=[CH:10][CH:11]=2)[N:6]=1. The yield is 0.900. (8) The reactants are [OH:1][C:2]1[CH:3]=[C:4]([C:8]2([CH3:14])[CH2:13][CH2:12][NH:11][CH2:10][CH2:9]2)[CH:5]=[CH:6][CH:7]=1.C(=O)([O-])O.[Na+].Br[CH2:21][CH2:22][CH2:23][CH2:24][CH2:25][CH3:26]. The catalyst is CN(C)C=O. The product is [CH2:21]([N:11]1[CH2:12][CH2:13][C:8]([C:4]2[CH:5]=[CH:6][CH:7]=[C:2]([OH:1])[CH:3]=2)([CH3:14])[CH2:9][CH2:10]1)[CH2:22][CH2:23][CH2:24][CH2:25][CH3:26]. The yield is 0.900. (9) The reactants are Cl[C:2]1[C:11]2[C:6](=[CH:7][CH:8]=[C:9]([Br:12])[CH:10]=2)[N:5]=[CH:4][CH:3]=1.[NH:13]1[CH2:18][CH2:17][CH2:16][CH2:15][CH2:14]1. The catalyst is CN1CCCC1=O. The product is [Br:12][C:9]1[CH:10]=[C:11]2[C:6](=[CH:7][CH:8]=1)[N:5]=[CH:4][CH:3]=[C:2]2[N:13]1[CH2:18][CH2:17][CH2:16][CH2:15][CH2:14]1. The yield is 0.730. (10) The reactants are CO[C:3](=[O:13])[C:4]1[C:9]([I:10])=[CH:8][CH:7]=[CH:6][C:5]=1[CH2:11]Br.[F:14][C:15]1[CH:16]=[C:17]([CH2:21][CH2:22][CH2:23][NH2:24])[CH:18]=[CH:19][CH:20]=1.C([O-])([O-])=O.[K+].[K+].C(OCC)(=O)C. The catalyst is C1(C)C=CC=CC=1.CCCCCC. The product is [F:14][C:15]1[CH:16]=[C:17]([CH2:21][CH2:22][CH2:23][N:24]2[CH2:11][C:5]3[C:4](=[C:9]([I:10])[CH:8]=[CH:7][CH:6]=3)[C:3]2=[O:13])[CH:18]=[CH:19][CH:20]=1. The yield is 0.690.